Dataset: NCI-60 drug combinations with 297,098 pairs across 59 cell lines. Task: Regression. Given two drug SMILES strings and cell line genomic features, predict the synergy score measuring deviation from expected non-interaction effect. (1) Drug 1: CC1C(C(CC(O1)OC2CC(CC3=C2C(=C4C(=C3O)C(=O)C5=C(C4=O)C(=CC=C5)OC)O)(C(=O)C)O)N)O.Cl. Drug 2: CC1=C(C(CCC1)(C)C)C=CC(=CC=CC(=CC(=O)O)C)C. Cell line: SK-MEL-2. Synergy scores: CSS=8.84, Synergy_ZIP=-0.494, Synergy_Bliss=0.503, Synergy_Loewe=-14.3, Synergy_HSA=-0.919. (2) Drug 1: CS(=O)(=O)C1=CC(=C(C=C1)C(=O)NC2=CC(=C(C=C2)Cl)C3=CC=CC=N3)Cl. Drug 2: C1=NNC2=C1C(=O)NC=N2. Cell line: M14. Synergy scores: CSS=2.43, Synergy_ZIP=1.78, Synergy_Bliss=5.41, Synergy_Loewe=1.58, Synergy_HSA=1.79. (3) Drug 1: C1CN1C2=NC(=NC(=N2)N3CC3)N4CC4. Drug 2: C1=NC2=C(N1)C(=S)N=C(N2)N. Cell line: SW-620. Synergy scores: CSS=39.4, Synergy_ZIP=-0.447, Synergy_Bliss=0.175, Synergy_Loewe=-5.64, Synergy_HSA=2.28. (4) Drug 2: C(CN)CNCCSP(=O)(O)O. Cell line: SN12C. Drug 1: C1CC(=O)NC(=O)C1N2C(=O)C3=CC=CC=C3C2=O. Synergy scores: CSS=-2.43, Synergy_ZIP=0.356, Synergy_Bliss=-1.13, Synergy_Loewe=-2.23, Synergy_HSA=-3.21. (5) Drug 1: CC(CN1CC(=O)NC(=O)C1)N2CC(=O)NC(=O)C2. Drug 2: C(CN)CNCCSP(=O)(O)O. Cell line: OVCAR-5. Synergy scores: CSS=10.3, Synergy_ZIP=-3.53, Synergy_Bliss=2.74, Synergy_Loewe=-4.55, Synergy_HSA=0.482. (6) Drug 1: C1=NC2=C(N1)C(=S)N=C(N2)N. Drug 2: CC1=C(C=C(C=C1)C(=O)NC2=CC(=CC(=C2)C(F)(F)F)N3C=C(N=C3)C)NC4=NC=CC(=N4)C5=CN=CC=C5. Cell line: HCT116. Synergy scores: CSS=41.1, Synergy_ZIP=0.0419, Synergy_Bliss=-1.79, Synergy_Loewe=-7.75, Synergy_HSA=-1.39. (7) Drug 1: CCN(CC)CCCC(C)NC1=C2C=C(C=CC2=NC3=C1C=CC(=C3)Cl)OC. Drug 2: N.N.Cl[Pt+2]Cl. Synergy scores: CSS=56.8, Synergy_ZIP=-12.3, Synergy_Bliss=-9.32, Synergy_Loewe=-4.17, Synergy_HSA=-1.73. Cell line: NCI/ADR-RES.